The task is: Predict the product of the given reaction.. This data is from Forward reaction prediction with 1.9M reactions from USPTO patents (1976-2016). (1) Given the reactants [C:1]([OH:8])(=O)[CH2:2][CH2:3][CH2:4][CH2:5][CH3:6].[Cl:9][C:10]1[CH:31]=[C:30]([Cl:32])[CH:29]=[CH:28][C:11]=1[CH2:12][N:13]1[C:17]([CH2:18][CH2:19][S:20]([NH2:23])(=[O:22])=[O:21])=[CH:16][C:15]([O:24][CH:25]([CH3:27])[CH3:26])=[N:14]1.N12CCCN=C1CCCCC2, predict the reaction product. The product is: [Cl:9][C:10]1[CH:31]=[C:30]([Cl:32])[CH:29]=[CH:28][C:11]=1[CH2:12][N:13]1[C:17]([CH2:18][CH2:19][S:20]([NH:23][C:1](=[O:8])[CH2:2][CH2:3][CH2:4][CH2:5][CH3:6])(=[O:22])=[O:21])=[CH:16][C:15]([O:24][CH:25]([CH3:27])[CH3:26])=[N:14]1. (2) Given the reactants Br[C:2]1[CH:7]=[CH:6][C:5]([N:8]2[CH:12]([C:13]3[CH:18]=[CH:17][CH:16]=[CH:15][C:14]=3[Cl:19])[CH2:11][C:10]([C:20]([C:26]([F:29])([F:28])[F:27])([C:22]([F:25])([F:24])[F:23])[OH:21])=[N:9]2)=[CH:4][CH:3]=1.[CH3:30][S:31][C:32]1[CH:33]=[C:34](B(O)O)[CH:35]=[CH:36][CH:37]=1.C(=O)([O-])[O-].[Na+].[Na+].COCCOC, predict the reaction product. The product is: [Cl:19][C:14]1[CH:15]=[CH:16][CH:17]=[CH:18][C:13]=1[CH:12]1[N:8]([C:5]2[CH:6]=[CH:7][C:2]([C:36]3[CH:35]=[CH:34][CH:33]=[C:32]([S:31][CH3:30])[CH:37]=3)=[CH:3][CH:4]=2)[N:9]=[C:10]([C:20]([C:22]([F:24])([F:23])[F:25])([C:26]([F:28])([F:29])[F:27])[OH:21])[CH2:11]1. (3) Given the reactants [CH2:1]([O:8][C:9]([NH:11][C@@H:12]([C:16]1[CH:21]=[CH:20][CH:19]=[CH:18][CH:17]=1)[C:13](O)=O)=[O:10])[C:2]1[CH:7]=[CH:6][CH:5]=[CH:4][CH:3]=1.[NH:22]1[CH2:26][C@@H:25]([OH:27])[C@H:24]([OH:28])[CH2:23]1.C(N(CC)C(C)C)(C)C.F[B-](F)(F)F.N1(OC(N(C)C)=[N+](C)C)C2C=CC=CC=2N=N1, predict the reaction product. The product is: [OH:28][C@H:24]1[C@H:25]([OH:27])[CH2:26][N:22]([CH2:13][C@@H:12]([NH:11][C:9](=[O:10])[O:8][CH2:1][C:2]2[CH:7]=[CH:6][CH:5]=[CH:4][CH:3]=2)[C:16]2[CH:21]=[CH:20][CH:19]=[CH:18][CH:17]=2)[CH2:23]1. (4) Given the reactants [OH:1][C:2]1[CH:9]=[CH:8][CH:7]=[CH:6][C:3]=1[CH:4]=[O:5].C(=O)([O-])[O-].[K+].[K+].Cl.[BH4-].[Na+].[C:19](O)(=O)[CH2:20][C:21](CC(O)=O)(C(O)=O)O, predict the reaction product. The product is: [CH:20]([O:1][C:2]1[CH:9]=[CH:8][CH:7]=[CH:6][C:3]=1[CH2:4][OH:5])([CH3:21])[CH3:19]. (5) Given the reactants [C:1]([NH:4][CH:5]([C:11](=[O:24])[CH2:12][NH:13][C:14]([O:16][CH2:17][C:18]1[CH:23]=[CH:22][CH:21]=[CH:20][CH:19]=1)=[O:15])[C:6]([O:8][CH2:9][CH3:10])=[O:7])(=O)[CH3:2].S(Cl)(Cl)=O, predict the reaction product. The product is: [CH2:17]([O:16][C:14]([NH:13][CH2:12][C:11]1[O:24][C:1]([CH3:2])=[N:4][C:5]=1[C:6]([O:8][CH2:9][CH3:10])=[O:7])=[O:15])[C:18]1[CH:19]=[CH:20][CH:21]=[CH:22][CH:23]=1.